This data is from Full USPTO retrosynthesis dataset with 1.9M reactions from patents (1976-2016). The task is: Predict the reactants needed to synthesize the given product. (1) Given the product [CH:21]([S:23]([C:26]1[CH:27]=[CH:28][C:29]([O:36][CH3:37])=[C:30]([S:32]([NH:1][C:2]2[CH:7]=[CH:6][CH:5]=[CH:4][C:3]=2[NH:8][S:9]([C:12]2[S:16][C:15]3[CH:17]=[CH:18][CH:19]=[CH:20][C:14]=3[CH:13]=2)(=[O:11])=[O:10])(=[O:33])=[O:34])[CH:31]=1)(=[O:24])=[O:25])=[CH2:22], predict the reactants needed to synthesize it. The reactants are: [NH2:1][C:2]1[CH:7]=[CH:6][CH:5]=[CH:4][C:3]=1[NH:8][S:9]([C:12]1[S:16][C:15]2[CH:17]=[CH:18][CH:19]=[CH:20][C:14]=2[CH:13]=1)(=[O:11])=[O:10].[CH:21]([S:23]([C:26]1[CH:27]=[CH:28][C:29]([O:36][CH3:37])=[C:30]([S:32](Cl)(=[O:34])=[O:33])[CH:31]=1)(=[O:25])=[O:24])=[CH2:22]. (2) Given the product [OH-:5].[NH4+:8].[NH2:8][C:9]12[CH2:16][CH2:15][C:12]([CH2:17][CH2:18][C:19]3[C:20]([F:36])=[CH:21][N:22]=[C:23]4[C:28]=3[N:27]=[C:26]([O:29][CH2:30][C:31]([O:33][CH2:34][CH3:35])=[O:32])[CH:25]=[CH:24]4)([CH2:13][CH2:14]1)[O:11][CH2:10]2, predict the reactants needed to synthesize it. The reactants are: C([O:5]C([NH:8][C:9]12[CH2:16][CH2:15][C:12]([CH2:17][CH2:18][C:19]3[C:20]([F:36])=[CH:21][N:22]=[C:23]4[C:28]=3[N:27]=[C:26]([O:29][CH2:30][C:31]([O:33][CH2:34][CH3:35])=[O:32])[CH:25]=[CH:24]4)([CH2:13][CH2:14]1)[O:11][CH2:10]2)=O)(C)(C)C.FC(F)(F)C(O)=O. (3) Given the product [Cl:1][C:2]1[C:3]([CH2:16][O:17][C:18]2[CH:19]=[N:20][C:21]([CH:25]3[CH2:27][CH2:26]3)=[C:22]([Cl:24])[CH:23]=2)=[CH:4][C:5]([F:15])=[C:6]([CH:14]=1)[C:7]([OH:9])=[O:8], predict the reactants needed to synthesize it. The reactants are: [Cl:1][C:2]1[C:3]([CH2:16][O:17][C:18]2[CH:19]=[N:20][C:21]([CH:25]3[CH2:27][CH2:26]3)=[C:22]([Cl:24])[CH:23]=2)=[CH:4][C:5]([F:15])=[C:6]([CH:14]=1)[C:7]([O:9]C(C)(C)C)=[O:8].C(O)(C(F)(F)F)=O.